Dataset: Reaction yield outcomes from USPTO patents with 853,638 reactions. Task: Predict the reaction yield, written as a fraction of the theoretical maximum amount of product (1.0 means a 100% yield; for example, 0.34 means a 34% yield). (1) The reactants are [CH3:1][C:2]1([CH3:39])[CH2:7][C:6](=O)[CH2:5][C:4]([CH3:10])([CH3:9])[P:3]1[C:11]1[N:15]([C:16]2[C:17]([C:33]3[CH:38]=[CH:37][CH:36]=[CH:35][CH:34]=3)=[N:18][N:19]([C:27]3[CH:32]=[CH:31][CH:30]=[CH:29][CH:28]=3)[C:20]=2[C:21]2[CH:26]=[CH:25][CH:24]=[CH:23][CH:22]=2)[N:14]=[CH:13][CH:12]=1.C(O)COCCO.O.NN.[OH-].[K+]. The catalyst is CCCCCCC.C(OCC)(=O)C. The product is [C:27]1([N:19]2[C:20]([C:21]3[CH:22]=[CH:23][CH:24]=[CH:25][CH:26]=3)=[C:16]([N:15]3[C:11]([P:3]4[C:2]([CH3:39])([CH3:1])[CH2:7][CH2:6][CH2:5][C:4]4([CH3:10])[CH3:9])=[CH:12][CH:13]=[N:14]3)[C:17]([C:33]3[CH:34]=[CH:35][CH:36]=[CH:37][CH:38]=3)=[N:18]2)[CH:28]=[CH:29][CH:30]=[CH:31][CH:32]=1. The yield is 0.680. (2) The reactants are Br[C:2]1[CH:3]=[C:4]([C:18]#[N:19])[S:5][C:6]=1[C:7]1[C:16]2[C:11](=[CH:12][CH:13]=[CH:14][CH:15]=2)[C:10]([CH3:17])=[CH:9][CH:8]=1.[Cl:20][C:21]1[CH:26]=[CH:25][C:24](B(O)O)=[C:23]([CH3:30])[CH:22]=1.[F-].[K+]. The catalyst is C1C=CC(/C=C/C(/C=C/C2C=CC=CC=2)=O)=CC=1.C1C=CC(/C=C/C(/C=C/C2C=CC=CC=2)=O)=CC=1.C1C=CC(/C=C/C(/C=C/C2C=CC=CC=2)=O)=CC=1.[Pd].[Pd]. The product is [Cl:20][C:21]1[CH:26]=[CH:25][C:24]([C:2]2[CH:3]=[C:4]([C:18]#[N:19])[S:5][C:6]=2[C:7]2[C:16]3[C:11](=[CH:12][CH:13]=[CH:14][CH:15]=3)[C:10]([CH3:17])=[CH:9][CH:8]=2)=[C:23]([CH3:30])[CH:22]=1. The yield is 0.906. (3) The reactants are [NH2:1][C:2]12[CH2:10][CH2:9][CH:6]([CH2:7][CH2:8]1)[CH2:5][N:4]1[C:11](=[O:27])[C:12]([OH:26])=[C:13]([C:15]([NH:17][CH2:18][C:19]3[CH:24]=[CH:23][C:22]([F:25])=[CH:21][CH:20]=3)=[O:16])[N:14]=[C:3]21.[CH2:28]([N:30]([CH2:36][CH3:37])[C:31](=[O:35])[C:32](O)=[O:33])[CH3:29].C(N(C(C)C)CC)(C)C.F[P-](F)(F)(F)(F)F.N1(OC(N(C)C)=[N+](C)C)C2N=CC=CC=2N=N1. The catalyst is CN(C=O)C.CN(C)C1C=CN=CC=1. The product is [CH2:28]([N:30]([CH2:36][CH3:37])[C:31](=[O:35])[C:32]([NH:1][C:2]12[CH2:8][CH2:7][CH:6]([CH2:9][CH2:10]1)[CH2:5][N:4]1[C:11](=[O:27])[C:12]([OH:26])=[C:13]([C:15](=[O:16])[NH:17][CH2:18][C:19]3[CH:20]=[CH:21][C:22]([F:25])=[CH:23][CH:24]=3)[N:14]=[C:3]21)=[O:33])[CH3:29]. The yield is 0.490. (4) The reactants are [Cl:1][C:2]1[CH:10]=[C:9]2[C:5]([CH:6]=[CH:7][NH:8]2)=[CH:4][CH:3]=1.[F:11][C:12]([F:23])([F:22])[C:13](O[C:13](=[O:14])[C:12]([F:23])([F:22])[F:11])=[O:14]. The catalyst is CN(C=O)C. The product is [Cl:1][C:2]1[CH:10]=[C:9]2[C:5]([C:6]([C:13](=[O:14])[C:12]([F:23])([F:22])[F:11])=[CH:7][NH:8]2)=[CH:4][CH:3]=1. The yield is 0.800.